Dataset: Full USPTO retrosynthesis dataset with 1.9M reactions from patents (1976-2016). Task: Predict the reactants needed to synthesize the given product. (1) Given the product [NH2:45][CH2:44][CH2:43][O:42][CH2:41][CH2:40][O:39][CH2:38][CH2:37][N:36]([CH3:1])[S:33]([C:30]1[CH:31]=[CH:32][C:27]([O:26][C@H:20]2[C:21]3[C:17](=[C:16]([Cl:15])[CH:24]=[C:23]([Cl:25])[CH:22]=3)[CH2:18][C@@H:19]2[N:53]([CH3:55])[CH3:54])=[CH:28][CH:29]=1)(=[O:34])=[O:35], predict the reactants needed to synthesize it. The reactants are: [CH3:1]C(OC(/N=N/C(OC(C)C)=O)=O)C.[Cl:15][C:16]1[CH:24]=[C:23]([Cl:25])[CH:22]=[C:21]2[C:17]=1[CH2:18][C@H:19]([N:53]([CH3:55])[CH3:54])[C@H:20]2[O:26][C:27]1[CH:32]=[CH:31][C:30]([S:33]([NH:36][CH2:37][CH2:38][O:39][CH2:40][CH2:41][O:42][CH2:43][CH2:44][NH:45]C(=O)OC(C)(C)C)(=[O:35])=[O:34])=[CH:29][CH:28]=1.CO.C1C=CC(P(C2C=CC=CC=2)C2C=CC=CC=2)=CC=1. (2) Given the product [CH3:1][O:2][C:3]([N:5]1[CH2:10][CH2:9][C@H:8]([NH:20][CH2:13][C:14]2[CH:19]=[CH:18][CH:17]=[CH:16][CH:15]=2)[C@H:7]([CH3:12])[CH2:6]1)=[O:4], predict the reactants needed to synthesize it. The reactants are: [CH3:1][O:2][C:3]([N:5]1[CH2:10][CH2:9][C:8](=O)[CH:7]([CH3:12])[CH2:6]1)=[O:4].[CH2:13]([NH2:20])[C:14]1[CH:19]=[CH:18][CH:17]=[CH:16][CH:15]=1. (3) Given the product [CH3:7][CH:8]([CH3:24])[CH2:9][N:10]1[C:22]2[C:21]3[N:20]=[CH:19][CH:18]=[CH:17][C:16]=3[N:15]=[C:14]([NH2:23])[C:13]=2[N:12]=[CH:11]1, predict the reactants needed to synthesize it. The reactants are: C(S(O)(=O)=O)C.[CH3:7][CH:8]([CH3:24])[CH2:9][N:10]1[C:22]2[C:21]3[N:20]=[CH:19][CH:18]=[CH:17][C:16]=3[N:15]=[C:14]([NH2:23])[C:13]=2[N:12]=[CH:11]1. (4) The reactants are: [CH:1]1[S:2][CH:3]=[C:4]2[C:9]=1[CH:8]=[C:7]([C:10]([O:12]C)=[O:11])[N:6]=[CH:5]2.[OH-].[Na+]. Given the product [CH:1]1[S:2][CH:3]=[C:4]2[C:9]=1[CH:8]=[C:7]([C:10]([OH:12])=[O:11])[N:6]=[CH:5]2, predict the reactants needed to synthesize it. (5) The reactants are: [C:1]([C:4]1[C:22](=[O:23])[C@@:8]2([CH3:24])[C:9]3[C:15]([OH:16])=[CH:14][C:13]([O:17][CH3:18])=[C:12]([C:19]([NH2:21])=[O:20])[C:10]=3[O:11][C:7]2=[CH:6][C:5]=1[OH:25])(=[O:3])[CH3:2].[O:26]([C:33]1[CH:40]=[CH:39][C:36]([CH:37]=O)=[CH:35][CH:34]=1)[C:27]1[CH:32]=[CH:31][CH:30]=[CH:29][CH:28]=1.C([SiH](CC)CC)C.FC(F)(F)C(O)=O. Given the product [C:1]([C:4]1[C:22](=[O:23])[C@@:8]2([CH3:24])[C:9]3[C:15]([OH:16])=[CH:14][C:13]([O:17][CH3:18])=[C:12]([C:19]([NH:21][CH2:37][C:36]4[CH:39]=[CH:40][C:33]([O:26][C:27]5[CH:28]=[CH:29][CH:30]=[CH:31][CH:32]=5)=[CH:34][CH:35]=4)=[O:20])[C:10]=3[O:11][C:7]2=[CH:6][C:5]=1[OH:25])(=[O:3])[CH3:2], predict the reactants needed to synthesize it.